This data is from Catalyst prediction with 721,799 reactions and 888 catalyst types from USPTO. The task is: Predict which catalyst facilitates the given reaction. (1) Reactant: [F:1][C:2]([F:44])([F:43])[C:3]1[CH:4]=[C:5]([CH:13]([N:15]([CH3:42])[C:16]([N:18]2[CH2:25][CH:24]3[CH2:26][CH:20]([CH2:21][N:22](CC4C=CC=CC=4)[CH2:23]3)[CH:19]2[C:34]2[CH:39]=[CH:38][C:37]([F:40])=[CH:36][C:35]=2[CH3:41])=[O:17])[CH3:14])[CH:6]=[C:7]([C:9]([F:12])([F:11])[F:10])[CH:8]=1.C([O-])=O.[NH4+]. Product: [F:44][C:2]([F:1])([F:43])[C:3]1[CH:4]=[C:5]([CH:13]([N:15]([CH3:42])[C:16]([N:18]2[CH2:25][CH:24]3[CH2:26][CH:20]([CH2:21][NH:22][CH2:23]3)[CH:19]2[C:34]2[CH:39]=[CH:38][C:37]([F:40])=[CH:36][C:35]=2[CH3:41])=[O:17])[CH3:14])[CH:6]=[C:7]([C:9]([F:12])([F:10])[F:11])[CH:8]=1. The catalyst class is: 19. (2) Reactant: [N:1]1([C:6]([C@@H:8]2[CH2:13][CH2:12][CH2:11][N:10](C(OC(C)(C)C)=O)[CH2:9]2)=[O:7])[CH2:5][CH2:4][CH2:3][CH2:2]1.Cl. Product: [NH:10]1[CH2:11][CH2:12][CH2:13][C@@H:8]([C:6]([N:1]2[CH2:2][CH2:3][CH2:4][CH2:5]2)=[O:7])[CH2:9]1. The catalyst class is: 71. (3) Reactant: [Cl:1][C:2]1[C:7]([S:8]([N:11]2[C:15]([C:16]3[CH:21]=[CH:20][CH:19]=[CH:18][CH:17]=3)=[CH:14][C:13]([CH2:22][N:23](C)[C:24](=O)OC(C)(C)C)=[CH:12]2)(=[O:10])=[O:9])=[CH:6][CH:5]=[CH:4][N:3]=1.C(OCC)(=O)C.Cl. Product: [ClH:1].[Cl:1][C:2]1[C:7]([S:8]([N:11]2[C:15]([C:16]3[CH:21]=[CH:20][CH:19]=[CH:18][CH:17]=3)=[CH:14][C:13]([CH2:22][NH:23][CH3:24])=[CH:12]2)(=[O:9])=[O:10])=[CH:6][CH:5]=[CH:4][N:3]=1. The catalyst class is: 13. (4) Reactant: [N+:1]([C:4]1[CH:10]=[CH:9][CH:8]=[CH:7][C:5]=1[NH2:6])([O-:3])=[O:2].[Br:11][CH2:12][CH2:13][CH2:14][CH2:15][CH2:16][C:17](Cl)=[O:18]. Product: [Br:11][CH2:12][CH2:13][CH2:14][CH2:15][CH2:16][C:17]([NH:6][C:5]1[CH:7]=[CH:8][CH:9]=[CH:10][C:4]=1[N+:1]([O-:3])=[O:2])=[O:18]. The catalyst class is: 17. (5) Reactant: C[O:2][C:3]([C:5]1[S:6][C:7]([C:11]2[CH:20]=[CH:19][C:18]3[C:13](=[CH:14][CH:15]=[C:16]([OH:23])[C:17]=3[CH:21]=[O:22])[CH:12]=2)=[C:8]([CH3:10])[CH:9]=1)=[O:4].C. Product: [CH:21]([C:17]1[C:16]([OH:23])=[CH:15][CH:14]=[C:13]2[C:18]=1[CH:19]=[CH:20][C:11]([C:7]1[S:6][C:5]([C:3]([OH:4])=[O:2])=[CH:9][C:8]=1[CH3:10])=[CH:12]2)=[O:22]. The catalyst class is: 758.